Dataset: Forward reaction prediction with 1.9M reactions from USPTO patents (1976-2016). Task: Predict the product of the given reaction. (1) Given the reactants [F:1][C:2]([F:13])([F:12])[O:3][C:4]1[CH:11]=[CH:10][CH:9]=[CH:8][C:5]=1[CH2:6][NH2:7].C[Al](C)C.[C:18]([O:22][C:23]([N:25]([CH3:48])[CH2:26][CH2:27][N:28]1[CH2:33][CH2:32][CH:31]([N:34]2[C:38]([C:39](OCC)=[O:40])=[CH:37][C:36]([C:44]([F:47])([F:46])[F:45])=[N:35]2)[CH2:30][CH2:29]1)=[O:24])([CH3:21])([CH3:20])[CH3:19].C([O-])(O)=O.[Na+], predict the reaction product. The product is: [CH3:48][N:25]([CH2:26][CH2:27][N:28]1[CH2:33][CH2:32][CH:31]([N:34]2[C:38]([C:39](=[O:40])[NH:7][CH2:6][C:5]3[CH:8]=[CH:9][CH:10]=[CH:11][C:4]=3[O:3][C:2]([F:12])([F:13])[F:1])=[CH:37][C:36]([C:44]([F:45])([F:47])[F:46])=[N:35]2)[CH2:30][CH2:29]1)[C:23](=[O:24])[O:22][C:18]([CH3:21])([CH3:19])[CH3:20]. (2) Given the reactants N12CCCN=C1CCCC[CH2:2]2.CI.[Cl:14][C:15]1[CH:20]=[CH:19][CH:18]=[C:17]([Cl:21])[C:16]=1[N:22]1[C:31](=[O:32])[C:30]2[C:25](=[N:26][C:27]([S:33][CH3:34])=[N:28][CH:29]=2)[NH:24][C:23]1=[O:35].Cl, predict the reaction product. The product is: [Cl:14][C:15]1[CH:20]=[CH:19][CH:18]=[C:17]([Cl:21])[C:16]=1[N:22]1[C:31](=[O:32])[C:30]2[C:25](=[N:26][C:27]([S:33][CH3:34])=[N:28][CH:29]=2)[N:24]([CH3:2])[C:23]1=[O:35]. (3) Given the reactants Cl[CH2:2][C:3]1[CH:8]=[CH:7][C:6]([CH:9]([NH:11][C:12](=[O:14])[CH3:13])[CH3:10])=[CH:5][CH:4]=1.[F:15][C:16]1[N:21]=[C:20]([N:22]2[CH2:27][CH2:26][NH:25][CH2:24][CH2:23]2)[CH:19]=[CH:18][CH:17]=1.C1C=CC(N2CCNCC2)=CC=1, predict the reaction product. The product is: [F:15][C:16]1[N:21]=[C:20]([N:22]2[CH2:27][CH2:26][N:25]([CH2:2][C:3]3[CH:8]=[CH:7][C:6]([CH:9]([NH:11][C:12](=[O:14])[CH3:13])[CH3:10])=[CH:5][CH:4]=3)[CH2:24][CH2:23]2)[CH:19]=[CH:18][CH:17]=1. (4) The product is: [CH3:1][O:2][C:3]1[CH:4]=[C:5]2[C:9](=[CH:10][CH:11]=1)[NH:8][CH:7]=[C:6]2/[CH:12]=[CH:16]/[C:14]#[N:15]. Given the reactants [CH3:1][O:2][C:3]1[CH:4]=[C:5]2[C:9](=[CH:10][CH:11]=1)[NH:8][CH:7]=[C:6]2[CH:12]=O.[C:14]([CH2:16]P(=O)(OCC)OCC)#[N:15].[H-].[Na+].[H][H].O1CCCC1.P(CC([O-])=O)(O)(O)=O.[Na+].P(CC([O-])=O)(O)(O)=O, predict the reaction product. (5) Given the reactants [C:1]([O:4][C:5](=[O:7])[CH3:6])(=O)[CH3:2].C(Cl)(Cl)Cl.[CH3:12][C:13]1([CH3:30])[O:29][C:17]2=[CH:18][C:19]3[C:20]([CH3:28])=[CH:21]C(C)=[N+:23]([O-])[C:24]=3[CH:25]=[C:16]2[CH:15]=[CH:14]1.[OH-].[Na+], predict the reaction product. The product is: [C:5]([O:4][CH2:1][C:2]1[CH:21]=[C:20]([CH3:28])[C:19]2[CH:18]=[C:17]3[O:29][C:13]([CH3:30])([CH3:12])[CH:14]=[CH:15][C:16]3=[CH:25][C:24]=2[N:23]=1)(=[O:7])[CH3:6].